This data is from Catalyst prediction with 721,799 reactions and 888 catalyst types from USPTO. The task is: Predict which catalyst facilitates the given reaction. (1) Reactant: [C:1]1([C:31]2[CH:36]=[CH:35][CH:34]=[CH:33][CH:32]=2)[CH:6]=[CH:5][CH:4]=[C:3]([C:7]2[CH:8]=[C:9]([NH:17][C:18]3[N:27]=[CH:26][C:25]([CH:28]4[CH2:30][CH2:29]4)=[CH:24][C:19]=3[C:20]([O:22]C)=[O:21])[CH:10]=[C:11]3[C:15]=2[N:14]([CH3:16])[CH:13]=[CH:12]3)[CH:2]=1.[OH-].[Na+]. Product: [C:1]1([C:31]2[CH:36]=[CH:35][CH:34]=[CH:33][CH:32]=2)[CH:6]=[CH:5][CH:4]=[C:3]([C:7]2[CH:8]=[C:9]([NH:17][C:18]3[N:27]=[CH:26][C:25]([CH:28]4[CH2:30][CH2:29]4)=[CH:24][C:19]=3[C:20]([OH:22])=[O:21])[CH:10]=[C:11]3[C:15]=2[N:14]([CH3:16])[CH:13]=[CH:12]3)[CH:2]=1. The catalyst class is: 111. (2) Reactant: [Cl:1][C:2]1[CH:23]=[CH:22][CH:21]=[C:20]([Cl:24])[C:3]=1[CH2:4][N:5]1[C:13]2[C:8](=[CH:9][C:10]([O:17]C)=[C:11]([C:14]([OH:16])=[O:15])[CH:12]=2)[C:7]([CH3:19])=[N:6]1.[Br-].[Br-].[Br-].B. Product: [Cl:24][C:20]1[CH:21]=[CH:22][CH:23]=[C:2]([Cl:1])[C:3]=1[CH2:4][N:5]1[C:13]2[C:8](=[CH:9][C:10]([OH:17])=[C:11]([C:14]([OH:16])=[O:15])[CH:12]=2)[C:7]([CH3:19])=[N:6]1. The catalyst class is: 2.